From a dataset of Reaction yield outcomes from USPTO patents with 853,638 reactions. Predict the reaction yield, written as a fraction of the theoretical maximum amount of product (1.0 means a 100% yield; for example, 0.34 means a 34% yield). (1) The reactants are [Br:1][C:2]1[CH:3]=[C:4]([CH2:9]Cl)[C:5]([Cl:8])=[N:6][CH:7]=1.[CH3:11][S:12]([O-:14])=[O:13].[Na+]. The catalyst is O1CCOCC1.O. The product is [Br:1][C:2]1[CH:3]=[C:4]([CH2:9][S:12]([CH3:11])(=[O:14])=[O:13])[C:5]([Cl:8])=[N:6][CH:7]=1. The yield is 0.940. (2) The reactants are [C:1](=[NH:24])([O:3][CH2:4][CH2:5][C:6]1[CH:11]=[CH:10][C:9]([O:12][C:13]2[CH:18]=[CH:17][C:16]([Cl:19])=[C:15]([C:20]([F:23])([F:22])[F:21])[N:14]=2)=[CH:8][CH:7]=1)[NH2:2].FC(F)(F)C([O-])=O.[CH:32]([CH:34]([CH2:39][C:40]1[CH:41]=[N:42][C:43]([O:46][CH3:47])=[N:44][CH:45]=1)[C:35](OC)=O)=[O:33].C([O-])([O-])=O.[K+].[K+]. The catalyst is O1CCOCC1. The product is [Cl:19][C:16]1[CH:17]=[CH:18][C:13]([O:12][C:9]2[CH:8]=[CH:7][C:6]([CH2:5][CH2:4][O:3][C:1]3[NH:2][CH:35]=[C:34]([CH2:39][C:40]4[CH:41]=[N:42][C:43]([O:46][CH3:47])=[N:44][CH:45]=4)[C:32](=[O:33])[N:24]=3)=[CH:11][CH:10]=2)=[N:14][C:15]=1[C:20]([F:22])([F:23])[F:21]. The yield is 0.0255. (3) The reactants are C([O:4][CH2:5][C@@:6]1([CH3:28])[O:10][C@@H:9]([N:11]2[CH:19]=[C:17]([CH3:18])[C:15](=S)[NH:14][C:12]2=[O:13])[C@H:8]([O:20]C(=O)C)[C@@H:7]1[O:24]C(=O)C)(=O)C.[NH3:29]. No catalyst specified. The product is [CH3:28][C@:6]1([CH2:5][OH:4])[O:10][C@@H:9]([N:11]2[CH:19]=[C:17]([CH3:18])[C:15]([NH2:29])=[N:14][C:12]2=[O:13])[C@H:8]([OH:20])[C@@H:7]1[OH:24]. The yield is 0.570. (4) The yield is 0.440. The product is [O:12]1[CH2:13][CH2:14][CH2:15][CH2:16][CH:11]1[N:6]1[CH:5]=[N:4][C:3]2[C:7]1=[N:8][CH:9]=[N:10][C:2]=2[C:25]1[CH:31]=[CH:30][CH:29]=[CH:28][C:26]=1[NH2:27]. The catalyst is CC#N.O.C1C=CC([P]([Pd]([P](C2C=CC=CC=2)(C2C=CC=CC=2)C2C=CC=CC=2)([P](C2C=CC=CC=2)(C2C=CC=CC=2)C2C=CC=CC=2)[P](C2C=CC=CC=2)(C2C=CC=CC=2)C2C=CC=CC=2)(C2C=CC=CC=2)C2C=CC=CC=2)=CC=1. The reactants are Cl[C:2]1[N:10]=[CH:9][N:8]=[C:7]2[C:3]=1[N:4]=[CH:5][N:6]2[CH:11]1[CH2:16][CH2:15][CH2:14][CH2:13][O:12]1.CC1(C)C(C)(C)OB([C:25]2[CH:31]=[CH:30][CH:29]=[CH:28][C:26]=2[NH2:27])O1.C([O-])([O-])=O.[K+].[K+].N#N. (5) The reactants are [H-].[Na+].[C:3]([C:5]1[C:10]([C:11]2[NH:15][CH:14]=[C:13]([CH2:16][N:17]([CH3:25])[C:18](=[O:24])[O:19][C:20]([CH3:23])([CH3:22])[CH3:21])[CH:12]=2)=[CH:9][CH:8]=[CH:7][N:6]=1)#[N:4].C1OCCOCCOCCOCCOC1.[F:41][C:42]1[CH:47]=[CH:46][CH:45]=[C:44]([F:48])[C:43]=1[S:49](Cl)(=[O:51])=[O:50].[Cl-].[NH4+]. The catalyst is O1CCCC1. The product is [C:3]([C:5]1[C:10]([C:11]2[N:15]([S:49]([C:43]3[C:44]([F:48])=[CH:45][CH:46]=[CH:47][C:42]=3[F:41])(=[O:51])=[O:50])[CH:14]=[C:13]([CH2:16][N:17]([CH3:25])[C:18](=[O:24])[O:19][C:20]([CH3:21])([CH3:22])[CH3:23])[CH:12]=2)=[CH:9][CH:8]=[CH:7][N:6]=1)#[N:4]. The yield is 0.870. (6) The yield is 0.910. The reactants are O[CH2:2][C@H:3]1[CH2:8][CH2:7][CH2:6][N:5]([C:9]([O:11][C:12]([CH3:15])([CH3:14])[CH3:13])=[O:10])[CH2:4]1.C(Br)(Br)(Br)[Br:17].C1(P(C2C=CC=CC=2)C2C=CC=CC=2)C=CC=CC=1.C1CCCCC1. The product is [Br:17][CH2:2][C@H:3]1[CH2:8][CH2:7][CH2:6][N:5]([C:9]([O:11][C:12]([CH3:15])([CH3:14])[CH3:13])=[O:10])[CH2:4]1. The catalyst is C(Cl)Cl.